Dataset: Full USPTO retrosynthesis dataset with 1.9M reactions from patents (1976-2016). Task: Predict the reactants needed to synthesize the given product. (1) The reactants are: Cl[C:2]1[N:3]=[C:4]([N:15]2[CH2:20][CH2:19][O:18][CH2:17][CH2:16]2)[C:5]2[O:11][CH:10]([CH:12]3[CH2:14][CH2:13]3)[CH2:9][O:8][C:6]=2[N:7]=1.CC1(C)C(C)(C)OB([C:29]2[CH:30]=[N:31][C:32]([NH2:35])=[N:33][CH:34]=2)O1.C(=O)([O-])[O-].[Na+].[Na+]. Given the product [CH:12]1([CH:10]2[CH2:9][O:8][C:6]3[N:7]=[C:2]([C:29]4[CH:30]=[N:31][C:32]([NH2:35])=[N:33][CH:34]=4)[N:3]=[C:4]([N:15]4[CH2:20][CH2:19][O:18][CH2:17][CH2:16]4)[C:5]=3[O:11]2)[CH2:14][CH2:13]1, predict the reactants needed to synthesize it. (2) Given the product [CH2:16]([N:12]1[CH:13]=[C:9]([B:4]2[O:5][C:6]([CH3:7])([CH3:8])[C:2]([CH3:14])([CH3:1])[O:3]2)[CH:10]=[N:11]1)[CH3:17], predict the reactants needed to synthesize it. The reactants are: [CH3:1][C:2]1([CH3:14])[C:6]([CH3:8])([CH3:7])[O:5][B:4]([C:9]2[CH:10]=[N:11][NH:12][CH:13]=2)[O:3]1.Br[CH2:16][CH3:17].C([O-])([O-])=O.[K+].[K+]. (3) Given the product [C:6]1([S:2]([O-:5])(=[O:4])=[O:3])[CH:11]=[CH:10][CH:9]=[CH:8][CH:7]=1.[C:23]([C:25]1[CH:26]=[CH:27][C:28]([C@H:38]2[N:43]3[C:44](=[O:47])[NH:45][N:46]=[C:42]3[N:41]([C:48]3[CH:53]=[CH:52][CH:51]=[C:50]([C:54]([F:57])([F:56])[F:55])[CH:49]=3)[C:40]([CH3:58])=[C:39]2[C:59]([O:61][CH3:62])=[O:60])=[C:29]([CH2:31][CH2:32][CH2:33][N+:34]([CH3:37])([CH3:36])[CH3:35])[CH:30]=1)#[N:24], predict the reactants needed to synthesize it. The reactants are: [Cl-].[S:2]([C:6]1[CH:11]=[CH:10][CH:9]=[CH:8][CH:7]=1)([O-:5])(=[O:4])=[O:3].C1(S(O)(=O)=O)C=CC=CC=1.[Br-].[C:23]([C:25]1[CH:26]=[CH:27][C:28]([C@H:38]2[N:43]3[C:44](=[O:47])[NH:45][N:46]=[C:42]3[N:41]([C:48]3[CH:53]=[CH:52][CH:51]=[C:50]([C:54]([F:57])([F:56])[F:55])[CH:49]=3)[C:40]([CH3:58])=[C:39]2[C:59]([O:61][CH3:62])=[O:60])=[C:29]([CH2:31][CH2:32][CH2:33][N+:34]([CH3:37])([CH3:36])[CH3:35])[CH:30]=1)#[N:24]. (4) Given the product [Cl:19][CH:10]1[CH2:15][CH2:14][N:13]([CH3:16])[CH:12]([CH2:29][C:23]2[CH:28]=[CH:27][CH:26]=[CH:25][CH:24]=2)[CH2:11]1, predict the reactants needed to synthesize it. The reactants are: ClC1C=CC(C([CH:10]2[CH2:15][CH2:14][N:13]([CH3:16])[CH2:12][CH2:11]2)O)=CC=1.S(Cl)([Cl:19])=O.[OH-].[Na+].[C:23]1([CH3:29])[CH:28]=[CH:27][CH:26]=[CH:25][CH:24]=1. (5) The reactants are: C(OC([N:8]1[CH2:12][CH2:11][C@:10]2([CH2:16][CH2:15][N:14]([C:17]3[CH:22]=[CH:21][C:20]([N:23]4[CH2:32][CH2:31][C:30]5[C:25](=[CH:26][CH:27]=[C:28]([O:33]C)[CH:29]=5)[C:24]4=[O:35])=[CH:19][CH:18]=3)[CH2:13]2)[CH2:9]1)=O)(C)(C)C.Br. Given the product [CH2:13]1[C@@:10]2([CH2:11][CH2:12][NH:8][CH2:9]2)[CH2:16][CH2:15][N:14]1[C:17]1[CH:22]=[CH:21][C:20]([N:23]2[CH2:32][CH2:31][C:30]3[C:25](=[CH:26][CH:27]=[C:28]([OH:33])[CH:29]=3)[C:24]2=[O:35])=[CH:19][CH:18]=1, predict the reactants needed to synthesize it. (6) The reactants are: C([O:3][C:4]([C:6]1[NH:7][C:8]2[C:13]([CH:14]=1)=[C:12]([O:15][CH2:16][CH:17]1[CH2:20][CH2:19][CH2:18]1)[CH:11]=[CH:10][CH:9]=2)=[O:5])C.[OH-].[K+].CCO. Given the product [CH:17]1([CH2:16][O:15][C:12]2[CH:11]=[CH:10][CH:9]=[C:8]3[C:13]=2[CH:14]=[C:6]([C:4]([OH:5])=[O:3])[NH:7]3)[CH2:18][CH2:19][CH2:20]1, predict the reactants needed to synthesize it. (7) Given the product [Br:10][C:11]1[CH:12]=[CH:13][C:14]([F:20])=[C:15]([C:16]2[O:9][C:3]3[CH:4]=[CH:5][C:6]([CH3:8])=[CH:7][C:2]=3[N:1]=2)[CH:19]=1, predict the reactants needed to synthesize it. The reactants are: [NH2:1][C:2]1[CH:7]=[C:6]([CH3:8])[CH:5]=[CH:4][C:3]=1[OH:9].[Br:10][C:11]1[CH:12]=[CH:13][C:14]([F:20])=[C:15]([CH:19]=1)[C:16](Cl)=O. (8) Given the product [N:4]1[CH:5]=[CH:6][CH:7]=[C:2]([NH:1][C:15](=[O:16])[O:17][C:18]2[CH:23]=[CH:22][CH:21]=[CH:20][CH:19]=2)[CH:3]=1, predict the reactants needed to synthesize it. The reactants are: [NH2:1][C:2]1[CH:3]=[N:4][CH:5]=[CH:6][CH:7]=1.N1C=CC=CC=1.Cl[C:15]([O:17][C:18]1[CH:23]=[CH:22][CH:21]=[CH:20][CH:19]=1)=[O:16].